Predict the reactants needed to synthesize the given product. From a dataset of Full USPTO retrosynthesis dataset with 1.9M reactions from patents (1976-2016). Given the product [F:45][C:46]1[CH:47]=[C:48]([CH:51]=[C:52]([F:55])[C:53]=1[F:54])[CH2:49][NH:42][C:40]1[C:20]2[NH:21][C:22]([N:24]3[CH2:25][CH2:26][N:27]([C:30]4[C:35]([C:36]([F:37])([F:38])[F:39])=[CH:34][CH:33]=[CH:32][N:31]=4)[CH2:28][CH2:29]3)=[N:23][C:19]=2[CH:18]=[C:17]([C:16]([F:15])([F:43])[F:44])[CH:41]=1, predict the reactants needed to synthesize it. The reactants are: [BH-](OC(C)=O)(OC(C)=O)OC(C)=O.[Na+].[F:15][C:16]([F:44])([F:43])[C:17]1[CH:41]=[C:40]([NH2:42])[C:20]2[NH:21][C:22]([N:24]3[CH2:29][CH2:28][N:27]([C:30]4[C:35]([C:36]([F:39])([F:38])[F:37])=[CH:34][CH:33]=[CH:32][N:31]=4)[CH2:26][CH2:25]3)=[N:23][C:19]=2[CH:18]=1.[F:45][C:46]1[CH:47]=[C:48]([CH:51]=[C:52]([F:55])[C:53]=1[F:54])[CH:49]=O.